From a dataset of Forward reaction prediction with 1.9M reactions from USPTO patents (1976-2016). Predict the product of the given reaction. (1) Given the reactants N1CCCC1.[CH2:6]([N:8]([CH2:11][CH3:12])[CH2:9][CH3:10])[CH3:7].[CH:13]([N:26]1[CH2:29][CH:28]([O:30][S:31]([CH3:34])(=[O:33])=[O:32])[CH2:27]1)([C:20]1[CH:25]=[CH:24][CH:23]=[CH:22][CH:21]=1)[C:14]1[CH:19]=[CH:18][CH:17]=[CH:16][CH:15]=1.O, predict the reaction product. The product is: [CH:13]([N:26]1[CH2:29][CH:28]([O:30][S:31]([CH3:34])(=[O:33])=[O:32])[CH2:27]1)([C:20]1[CH:25]=[CH:24][CH:23]=[CH:22][CH:21]=1)[C:14]1[CH:15]=[CH:16][CH:17]=[CH:18][CH:19]=1.[CH:13]([N:26]1[CH2:27][CH:6]([N:8]2[CH2:11][CH2:12][CH2:10][CH2:9]2)[CH2:7]1)([C:20]1[CH:21]=[CH:22][CH:23]=[CH:24][CH:25]=1)[C:14]1[CH:19]=[CH:18][CH:17]=[CH:16][CH:15]=1. (2) Given the reactants [CH3:1][O:2][C:3](=[O:36])[C@@H:4]([NH:16][C:17](=[O:35])[C@@H:18]([NH:22][S:23]([C:26]1[CH:31]=[CH:30][CH:29]=[CH:28][C:27]=1[N+:32]([O-:34])=[O:33])(=[O:25])=[O:24])[CH2:19][CH:20]=[CH2:21])[CH2:5][C:6]1[CH:15]=[CH:14][C:13]2[C:8](=[CH:9][CH:10]=[CH:11][CH:12]=2)[CH:7]=1.Br[CH2:38][CH2:39]Br.C(=O)([O-])[O-].[K+].[K+], predict the reaction product. The product is: [CH3:1][O:2][C:3](=[O:36])[C@@H:4]([N:16]1[CH2:39][CH2:38][N:22]([S:23]([C:26]2[CH:31]=[CH:30][CH:29]=[CH:28][C:27]=2[N+:32]([O-:34])=[O:33])(=[O:25])=[O:24])[C@@H:18]([CH2:19][CH:20]=[CH2:21])[C:17]1=[O:35])[CH2:5][C:6]1[CH:15]=[CH:14][C:13]2[C:8](=[CH:9][CH:10]=[CH:11][CH:12]=2)[CH:7]=1. (3) Given the reactants [Br:1][C:2]1[CH:7]=[CH:6][C:5]([C:8](=O)[CH:9]=[C:10]([C:15]2[CH:20]=[C:19]([Cl:21])[CH:18]=[C:17]([Cl:22])[CH:16]=2)[C:11]([F:14])([F:13])[F:12])=[C:4]([CH3:24])[CH:3]=1.Cl.[NH2:26][OH:27], predict the reaction product. The product is: [Br:1][C:2]1[CH:7]=[CH:6][C:5]([C:8]2[CH2:9][C:10]([C:15]3[CH:20]=[C:19]([Cl:21])[CH:18]=[C:17]([Cl:22])[CH:16]=3)([C:11]([F:14])([F:13])[F:12])[O:27][N:26]=2)=[C:4]([CH3:24])[CH:3]=1. (4) Given the reactants [C:1]1([C:7]2[CH:11]=[C:10]([CH2:12][O:13][C:14]3[C:23]4[C:18](=[CH:19][CH:20]=[CH:21][CH:22]=4)[N:17]=[CH:16][N:15]=3)[O:9][N:8]=2)[CH:6]=[CH:5][CH:4]=[CH:3][CH:2]=1.[ClH:24], predict the reaction product. The product is: [ClH:24].[C:1]1([C:7]2[CH:11]=[C:10]([CH2:12][O:13][C:14]3[C:23]4[C:18](=[CH:19][CH:20]=[CH:21][CH:22]=4)[N:17]=[CH:16][N:15]=3)[O:9][N:8]=2)[CH:2]=[CH:3][CH:4]=[CH:5][CH:6]=1. (5) Given the reactants [OH:1][C:2]1[CH:19]=[CH:18][C:17]([C:20]([O:22][CH3:23])=[O:21])=[CH:16][C:3]=1[N:4]=[CH:5][C:6]1[CH:11]=[CH:10][C:9]([C:12]([O:14][CH3:15])=[O:13])=[CH:8][CH:7]=1.ClC1C(=O)C(C#N)=C(C#N)C(=O)C=1Cl, predict the reaction product. The product is: [CH3:15][O:14][C:12]([C:9]1[CH:10]=[CH:11][C:6]([C:5]2[O:1][C:2]3[CH:19]=[CH:18][C:17]([C:20]([O:22][CH3:23])=[O:21])=[CH:16][C:3]=3[N:4]=2)=[CH:7][CH:8]=1)=[O:13]. (6) Given the reactants [O:1]=[C:2]1[CH2:8][CH2:7][CH2:6][NH:5][CH2:4][CH2:3]1.Cl.[OH-].[Na+].[C:12]([O:16][C:17](OC([O-])=O)=[O:18])([CH3:15])([CH3:14])[CH3:13], predict the reaction product. The product is: [C:12]([O:16][C:17]([N:5]1[CH2:6][CH2:7][CH2:8][C:2](=[O:1])[CH2:3][CH2:4]1)=[O:18])([CH3:15])([CH3:14])[CH3:13]. (7) Given the reactants [Cl:1][C:2]1[N:10]=[C:9]([Cl:11])[CH:8]=[C:7]([CH3:12])[C:3]=1[C:4]([OH:6])=[O:5].[C:13](=O)([O-])[O-].[K+].[K+].IC, predict the reaction product. The product is: [CH3:13][O:5][C:4](=[O:6])[C:3]1[C:7]([CH3:12])=[CH:8][C:9]([Cl:11])=[N:10][C:2]=1[Cl:1]. (8) Given the reactants [F:1][C:2]1[CH:3]=[C:4]([NH:21][C:22]([C:24]2[C:25](=[O:45])[N:26]([C:39]3[CH:44]=[CH:43][CH:42]=[CH:41][CH:40]=3)[N:27]([CH2:30][C@H:31]([O:33][C:34](=[O:38])[C@@H:35]([NH2:37])[CH3:36])[CH3:32])[C:28]=2[CH3:29])=[O:23])[CH:5]=[CH:6][C:7]=1[O:8][C:9]1[C:18]2[C:13](=[CH:14][C:15]([O:19][CH3:20])=[CH:16][CH:17]=2)[N:12]=[CH:11][CH:10]=1.[ClH:46], predict the reaction product. The product is: [ClH:46].[F:1][C:2]1[CH:3]=[C:4]([NH:21][C:22]([C:24]2[C:25](=[O:45])[N:26]([C:39]3[CH:40]=[CH:41][CH:42]=[CH:43][CH:44]=3)[N:27]([CH2:30][C@H:31]([O:33][C:34](=[O:38])[C@@H:35]([NH2:37])[CH3:36])[CH3:32])[C:28]=2[CH3:29])=[O:23])[CH:5]=[CH:6][C:7]=1[O:8][C:9]1[C:18]2[C:13](=[CH:14][C:15]([O:19][CH3:20])=[CH:16][CH:17]=2)[N:12]=[CH:11][CH:10]=1. (9) The product is: [CH:33]1([CH:36]=[C:29]([C:28]([N:24]2[CH2:25][CH2:26][CH2:27][CH:22]([NH:21][C:3]3[C:2]([F:1])=[CH:7][N:6]=[C:5]([NH:8][C:9]4[CH:10]=[N:11][C:12]([N:15]5[CH2:16][CH2:17][O:18][CH2:19][CH2:20]5)=[CH:13][CH:14]=4)[N:4]=3)[CH2:23]2)=[O:32])[C:30]#[N:31])[CH2:35][CH2:34]1. Given the reactants [F:1][C:2]1[C:3]([NH:21][CH:22]2[CH2:27][CH2:26][CH2:25][N:24]([C:28](=[O:32])[CH2:29][C:30]#[N:31])[CH2:23]2)=[N:4][C:5]([NH:8][C:9]2[CH:10]=[N:11][C:12]([N:15]3[CH2:20][CH2:19][O:18][CH2:17][CH2:16]3)=[CH:13][CH:14]=2)=[N:6][CH:7]=1.[CH:33]1([CH:36]=O)[CH2:35][CH2:34]1.C(O)(=O)C.N1CCCCC1, predict the reaction product. (10) Given the reactants [CH3:1][C@H:2]1[CH2:7][NH:6][CH2:5][C@@H:4]([CH3:8])[NH:3]1.Br[CH2:10][C:11]1[CH:16]=[CH:15][C:14]([C:17]([OH:26])([C:22]([F:25])([F:24])[F:23])[C:18]([F:21])([F:20])[F:19])=[CH:13][CH:12]=1.C(=O)([O-])[O-].[K+].[K+], predict the reaction product. The product is: [CH3:8][C@H:4]1[NH:3][C@@H:2]([CH3:1])[CH2:7][N:6]([CH2:10][C:11]2[CH:12]=[CH:13][C:14]([C:17]([OH:26])([C:18]([F:19])([F:20])[F:21])[C:22]([F:23])([F:24])[F:25])=[CH:15][CH:16]=2)[CH2:5]1.